This data is from Forward reaction prediction with 1.9M reactions from USPTO patents (1976-2016). The task is: Predict the product of the given reaction. (1) Given the reactants [CH3:1][C:2]1[CH:7]=[CH:6][C:5]([S:8]([O:11][CH2:12][CH:13]2[CH2:17][C:16]3[CH:18]=[C:19]([F:23])[CH:20]=[C:21](Br)[C:15]=3[O:14]2)(=[O:10])=[O:9])=[CH:4][CH:3]=1.[Cl:24][C:25]1[CH:30]=[CH:29][CH:28]=[CH:27][C:26]=1B(O)O.C(=O)([O-])[O-].[K+].[K+].CC1C=CC(S(OCC2CC3C(C4C=CC=CC=4)=CC=CC=3O2)(=O)=O)=CC=1, predict the reaction product. The product is: [CH3:1][C:2]1[CH:7]=[CH:6][C:5]([S:8]([O:11][CH2:12][CH:13]2[CH2:17][C:16]3[CH:18]=[C:19]([F:23])[CH:20]=[C:21]([C:26]4[CH:27]=[CH:28][CH:29]=[CH:30][C:25]=4[Cl:24])[C:15]=3[O:14]2)(=[O:10])=[O:9])=[CH:4][CH:3]=1. (2) Given the reactants [Br:1][C:2]1[S:3][C:4](NC(=O)OC(C)(C)C)=[C:5]([C:7](=[O:31])[NH:8][C:9]2[CH:10]=[N:11][N:12]([CH3:30])[C:13]=2[C:14]23[O:21]C(CC2)[CH:17]([NH:22][C:23]([O:25][C:26]([CH3:29])([CH3:28])[CH3:27])=[O:24])[CH2:16][CH2:15]3)[N:6]=1.[CH3:40][O:41][C@@H:42]1[C@H](N[C:40](=O)[O:41][C:42](C)(C)[CH3:43])CC[C@@H](C2N(C)N=CC=2[N+]([O-])=O)O[CH2:43]1.BrC1SC=C(C(O)=O)N=1, predict the reaction product. The product is: [Br:1][C:2]1[S:3][CH:4]=[C:5]([C:7]([NH:8][C:9]2[CH:10]=[N:11][N:12]([CH3:30])[C:13]=2[C@H:14]2[O:21][CH2:43][C@H:42]([O:41][CH3:40])[C@H:17]([NH:22][C:23](=[O:24])[O:25][C:26]([CH3:29])([CH3:28])[CH3:27])[CH2:16][CH2:15]2)=[O:31])[N:6]=1.